The task is: Predict the reaction yield, written as a fraction of the theoretical maximum amount of product (1.0 means a 100% yield; for example, 0.34 means a 34% yield).. This data is from Reaction yield outcomes from USPTO patents with 853,638 reactions. (1) The reactants are [N+:1]([C:4]1[CH:15]=[CH:14][C:7]([C:8]([NH:10][CH2:11][C:12]#[CH:13])=[O:9])=[CH:6][CH:5]=1)([O-:3])=[O:2].[OH-].[K+].C(O)(=O)C. The catalyst is C(O)C. The product is [CH3:13][C:12]1[O:9][C:8]([C:7]2[CH:6]=[CH:5][C:4]([N+:1]([O-:3])=[O:2])=[CH:15][CH:14]=2)=[N:10][CH:11]=1. The yield is 0.460. (2) The yield is 0.530. The product is [Br:28][CH2:29][CH2:30][CH2:31][C:32]1[O:1][N:2]=[C:3]([C:5]2[CH:6]=[CH:7][C:8]([CH2:11][O:12][CH:13]3[CH2:18][CH2:17][CH2:16][CH2:15][O:14]3)=[CH:9][CH:10]=2)[N:4]=1. The reactants are [OH:1][N:2]=[C:3]([C:5]1[CH:10]=[CH:9][C:8]([CH2:11][O:12][CH:13]2[CH2:18][CH2:17][CH2:16][CH2:15][O:14]2)=[CH:7][CH:6]=1)[NH2:4].CCN(C(C)C)C(C)C.[Br:28][CH2:29][CH2:30][CH2:31][C:32](Cl)=O. The catalyst is C(Cl)Cl.